From a dataset of Peptide-MHC class II binding affinity with 134,281 pairs from IEDB. Regression. Given a peptide amino acid sequence and an MHC pseudo amino acid sequence, predict their binding affinity value. This is MHC class II binding data. (1) The peptide sequence is LVKYVNGDGDVVAVDIKEKG. The MHC is HLA-DPA10201-DPB11401 with pseudo-sequence HLA-DPA10201-DPB11401. The binding affinity (normalized) is 0.427. (2) The peptide sequence is VEKSQLLNEFNNLYA. The MHC is H-2-IAb with pseudo-sequence H-2-IAb. The binding affinity (normalized) is 0.131. (3) The peptide sequence is ELYKYKVVKIEPLGV. The MHC is DRB1_1001 with pseudo-sequence DRB1_1001. The binding affinity (normalized) is 0.626.